From a dataset of Catalyst prediction with 721,799 reactions and 888 catalyst types from USPTO. Predict which catalyst facilitates the given reaction. Reactant: C(N(CC)CC)C.C(O)=O.C([O:14][C:15]([C:17]([CH2:33][C:34]1[CH:39]=[CH:38][C:37]([C:40]#[N:41])=[CH:36][CH:35]=1)([CH2:24][CH2:25][CH2:26][CH2:27][C:28]([O:30][CH2:31][CH3:32])=[O:29])C(OCC=C)=O)=[O:16])C=C.C1(P(C2C=CC=CC=2)C2C=CC=CC=2)C=CC=CC=1. Product: [CH2:31]([O:30][C:28](=[O:29])[CH2:27][CH2:26][CH2:25][CH2:24][CH:17]([CH2:33][C:34]1[CH:35]=[CH:36][C:37]([C:40]#[N:41])=[CH:38][CH:39]=1)[C:15]([OH:16])=[O:14])[CH3:32]. The catalyst class is: 160.